Dataset: Reaction yield outcomes from USPTO patents with 853,638 reactions. Task: Predict the reaction yield, written as a fraction of the theoretical maximum amount of product (1.0 means a 100% yield; for example, 0.34 means a 34% yield). (1) The reactants are [CH:1]#[C:2][CH2:3][CH2:4][CH2:5][CH2:6][CH2:7]C.C1(C#C)C=CC=CC=1.[Cl:17][C:18]1[CH:25]=[CH:24][C:21]([C:22]#N)=[CH:20][CH:19]=1. The catalyst is C(C1C=CC(C#CCCCCCC)=CC=1)#CCCCCCC.C(#N)C1C=CC=CC=1. The product is [Cl:17][C:18]1[CH:25]=[CH:24][C:21]([C:22]#[C:1][CH2:2][CH2:3][CH2:4][CH2:5][CH2:6][CH3:7])=[CH:20][CH:19]=1. The yield is 0.700. (2) The product is [F:13][C:14]1[CH:20]=[CH:19][CH:18]=[C:17]([F:21])[C:15]=1[N:16]1[CH2:6][CH2:7][CH:5]([C:8]([OH:9])=[O:10])[C:4]1=[O:11]. The catalyst is C(O)C. The yield is 0.460. The reactants are CC1(C)[O:9][C:8](=[O:10])[C:5]2([CH2:7][CH2:6]2)[C:4](=[O:11])O1.[F:13][C:14]1[CH:20]=[CH:19][CH:18]=[C:17]([F:21])[C:15]=1[NH2:16]. (3) The reactants are [O:1]=[C:2]1[C:7]2[CH:8]=[CH:9][CH:10]=[CH:11][C:6]=2[S:5][C:4]([C:12]2[N:17]=[CH:16][C:15]([CH2:18][CH2:19][C:20]([OH:22])=O)=[CH:14][CH:13]=2)=[N:3]1.ClC(OCC(C)C)=O.C([N:33](CC)CC)C.[NH4+]. The catalyst is C1COCC1. The product is [O:1]=[C:2]1[C:7]2[CH:8]=[CH:9][CH:10]=[CH:11][C:6]=2[S:5][C:4]([C:12]2[N:17]=[CH:16][C:15]([CH2:18][CH2:19][C:20]([NH2:33])=[O:22])=[CH:14][CH:13]=2)=[N:3]1. The yield is 0.550. (4) The reactants are [Cl:1][C:2]1[C:7]([N:8]2[CH2:13][CH2:12][CH:11]([C:14]3[CH:19]=[C:18]([F:20])[CH:17]=[C:16]([F:21])[C:15]=3[O:22][CH:23]([F:25])[F:24])[CH2:10][CH2:9]2)=[CH:6][N:5]=[N:4][C:3]=1[NH:26][NH2:27].C1COCC1.C(=O)([O-])[O-].[Na+].[Na+].[F:39][C:40]([F:46])([F:45])[CH2:41][C:42](Cl)=[O:43]. The catalyst is C(OCC)(=O)C.C(=O)(O)[O-].[Na+]. The product is [Cl:1][C:2]1[C:7]([N:8]2[CH2:9][CH2:10][CH:11]([C:14]3[CH:19]=[C:18]([F:20])[CH:17]=[C:16]([F:21])[C:15]=3[O:22][CH:23]([F:25])[F:24])[CH2:12][CH2:13]2)=[CH:6][N:5]=[N:4][C:3]=1[NH:26][NH:27][C:42](=[O:43])[CH2:41][C:40]([F:46])([F:45])[F:39]. The yield is 0.246. (5) The reactants are [F:1][C:2]1[CH:3]=[N:4][C:5]([NH:8][C:9]2[S:10][C:11]3[CH2:17][CH2:16][N:15]([CH2:18][CH2:19][CH2:20][NH:21][CH3:22])[C:14]4=[N:23][N:24](CC5C=CC(OC)=CC=5)[CH:25]=[C:13]4[C:12]=3[N:35]=2)=[N:6][CH:7]=1. The catalyst is C(O)(C(F)(F)F)=O. The product is [F:1][C:2]1[CH:3]=[N:4][C:5]([NH:8][C:9]2[S:10][C:11]3[CH2:17][CH2:16][N:15]([CH2:18][CH2:19][CH2:20][NH:21][CH3:22])[C:14]4=[N:23][NH:24][CH:25]=[C:13]4[C:12]=3[N:35]=2)=[N:6][CH:7]=1. The yield is 0.280. (6) The catalyst is CC#N. The product is [Cl:1][C:2]1[CH:3]=[CH:4][C:5]([N:8]2[C:13](=[O:14])[C:12]3[CH:15]=[N:16][N:17]([C:18]4[CH:19]=[CH:20][CH:21]=[CH:22][CH:23]=4)[C:11]=3[N:10]=[C:9]2[C:24]2[CH:29]=[CH:28][C:27]([C:30]3[CH:34]=[CH:33][N:32]([CH3:35])[N:31]=3)=[CH:26][CH:25]=2)=[CH:6][CH:7]=1. The yield is 0.920. The reactants are [Cl:1][C:2]1[CH:7]=[CH:6][C:5]([N:8]2[C:13](=[O:14])[C:12]3[CH:15]=[N:16][N:17]([C:18]4[CH:23]=[CH:22][CH:21]=[CH:20][CH:19]=4)[C:11]=3[N:10]=[C:9]2[C:24]2[CH:29]=[CH:28][C:27]([C:30]3[CH:34]=[CH:33][NH:32][N:31]=3)=[CH:26][CH:25]=2)=[CH:4][CH:3]=1.[C:35]([O-])([O-])=O.[K+].[K+].CI.O. (7) The reactants are [CH3:1][C:2]1[C:6]([CH3:7])=[C:5]([NH:8][C:9](=[O:16])OCC(Cl)(Cl)Cl)[O:4][N:3]=1.Cl.Cl.[F:19][C:20]1[CH:21]=[C:22]([C:27]2[CH:32]=[CH:31][N:30]=[C:29]([N:33]3[CH2:38][CH2:37][NH:36][CH2:35][CH2:34]3)[N:28]=2)[CH:23]=[CH:24][C:25]=1[F:26]. The catalyst is O1CCCC1.CCCCCC. The product is [CH3:1][C:2]1[C:6]([CH3:7])=[C:5]([NH:8][C:9]([N:36]2[CH2:37][CH2:38][N:33]([C:29]3[N:28]=[C:27]([C:22]4[CH:23]=[CH:24][C:25]([F:26])=[C:20]([F:19])[CH:21]=4)[CH:32]=[CH:31][N:30]=3)[CH2:34][CH2:35]2)=[O:16])[O:4][N:3]=1. The yield is 0.680. (8) The reactants are [OH:1][CH:2]([C:13]1[CH:22]=[CH:21][C:20]2[C:15](=[CH:16][CH:17]=[CH:18][CH:19]=2)[CH:14]=1)[CH2:3][CH2:4][CH2:5][CH2:6]/[C:7](/[CH3:12])=[CH:8]\[C:9]([OH:11])=[O:10].CC(OI1(OC(C)=O)(OC(C)=O)OC(=O)C2C=CC=CC1=2)=O.OS([O-])=O.[Na+]. The catalyst is ClCCl.CCOCC. The product is [CH3:12]/[C:7](/[CH2:6][CH2:5][CH2:4][CH2:3][C:2]([C:13]1[CH:22]=[CH:21][C:20]2[C:15](=[CH:16][CH:17]=[CH:18][CH:19]=2)[CH:14]=1)=[O:1])=[CH:8]/[C:9]([OH:11])=[O:10]. The yield is 0.940. (9) The reactants are [Cl:1][C:2]1[N:10]=[C:9]2[C:5]([N:6]=[CH:7][NH:8]2)=[C:4](Cl)[N:3]=1.[CH3:12][C@H:13]1[CH2:18][O:17][CH2:16][CH2:15][NH:14]1.CCN(C(C)C)C(C)C. No catalyst specified. The product is [Cl:1][C:2]1[N:10]=[C:9]2[C:5]([N:6]=[CH:7][NH:8]2)=[C:4]([N:14]2[CH2:15][CH2:16][O:17][CH2:18][C@@H:13]2[CH3:12])[N:3]=1. The yield is 0.760. (10) The reactants are C(O)(C(F)(F)F)=O.C(O[C:13]([N:15](C)[C@H:16]1[C:24]2[C:19](=[CH:20][CH:21]=[C:22]([C:25]([O:27][CH3:28])=[O:26])[CH:23]=2)[CH2:18][CH2:17]1)=O)(C)(C)C. The catalyst is C(Cl)Cl. The product is [CH3:13][NH:15][C@H:16]1[C:24]2[C:19](=[CH:20][CH:21]=[C:22]([C:25]([O:27][CH3:28])=[O:26])[CH:23]=2)[CH2:18][CH2:17]1. The yield is 0.920.